From a dataset of Forward reaction prediction with 1.9M reactions from USPTO patents (1976-2016). Predict the product of the given reaction. (1) Given the reactants Cl[C:2]1[S:3][C:4]2[CH:10]=[C:9]([N+:11]([O-:13])=[O:12])[CH:8]=[CH:7][C:5]=2[N:6]=1.[CH3:14][NH:15][CH2:16][CH2:17][NH:18][CH3:19], predict the reaction product. The product is: [CH3:14][N:15]([C:2]1[S:3][C:4]2[CH:10]=[C:9]([N+:11]([O-:13])=[O:12])[CH:8]=[CH:7][C:5]=2[N:6]=1)[CH2:16][CH2:17][NH:18][CH3:19]. (2) Given the reactants [C:1]([O:4][C@@H:5]1[CH2:9][C@H:8]([OH:10])[CH:7]=[CH:6]1)(=[O:3])[CH3:2].[Cr](Cl)([O-])(=O)=O.[NH+]1C=CC=CC=1, predict the reaction product. The product is: [C:1]([O:4][CH:5]1[CH2:9][C:8](=[O:10])[CH:7]=[CH:6]1)(=[O:3])[CH3:2]. (3) Given the reactants [I-].[Na+].Br[CH2:4][CH2:5][CH2:6][O:7][C:8]1[CH:9]=[C:10]2[C:15](=[CH:16][C:17]=1[O:18][CH3:19])[C:14](=[O:20])[N:13]([CH2:21][CH2:22][CH2:23][N:24]1[CH2:29][CH2:28][O:27][CH2:26][CH2:25]1)[C:12]1[C:30]3[CH:31]=[C:32]4[O:40][CH2:39][O:38][C:33]4=[CH:34][C:35]=3[C:36](=[O:37])[C:11]2=1.[CH2:41]([NH2:43])[CH3:42], predict the reaction product. The product is: [CH2:41]([NH:43][CH2:4][CH2:5][CH2:6][O:7][C:8]1[CH:9]=[C:10]2[C:15](=[CH:16][C:17]=1[O:18][CH3:19])[C:14](=[O:20])[N:13]([CH2:21][CH2:22][CH2:23][N:24]1[CH2:29][CH2:28][O:27][CH2:26][CH2:25]1)[C:12]1[C:30]3[CH:31]=[C:32]4[O:40][CH2:39][O:38][C:33]4=[CH:34][C:35]=3[C:36](=[O:37])[C:11]2=1)[CH3:42].